Dataset: Full USPTO retrosynthesis dataset with 1.9M reactions from patents (1976-2016). Task: Predict the reactants needed to synthesize the given product. (1) Given the product [CH3:1][C@H:2]1[CH2:3][N:4]([C:8]2[CH:9]=[CH:10][C:11]([O:14][C:15]([F:18])([F:16])[F:17])=[CH:12][CH:13]=2)[CH2:5][CH2:6][N:7]1[S:32]([C:29]1[CH:28]=[CH:27][CH:26]=[C:25]2[C:30]=1[CH2:31][CH:23]([C:21]([OH:22])=[O:20])[CH2:24]2)(=[O:34])=[O:33], predict the reactants needed to synthesize it. The reactants are: [CH3:1][C@@H:2]1[NH:7][CH2:6][CH2:5][N:4]([C:8]2[CH:13]=[CH:12][C:11]([O:14][C:15]([F:18])([F:17])[F:16])=[CH:10][CH:9]=2)[CH2:3]1.C[O:20][C:21]([CH:23]1[CH2:31][C:30]2[C:25](=[CH:26][CH:27]=[CH:28][C:29]=2[S:32](Cl)(=[O:34])=[O:33])[CH2:24]1)=[O:22]. (2) Given the product [CH3:7][O:8][C:9](=[O:13])[CH:10]=[CH:11][C:6]#[C:5][C:1]([CH3:4])([CH3:3])[CH3:2], predict the reactants needed to synthesize it. The reactants are: [C:1]([C:5]#[CH:6])([CH3:4])([CH3:3])[CH3:2].[CH3:7][O:8][C:9](=[O:13])/[CH:10]=[CH:11]/I. (3) Given the product [CH2:15]([N:17]1[CH2:21][CH2:20][CH:19]([CH2:2][CH2:1][CH3:3])[C:18]1=[O:22])[CH2:9][C:14]1[CH:23]=[CH:10][CH:11]=[CH:12][CH:13]=1, predict the reactants needed to synthesize it. The reactants are: [CH:1](NC(C)C)([CH3:3])[CH3:2].[Li].[C:9]1([CH:15]([N:17]2[CH2:21][CH2:20][CH2:19][C:18]2=[O:22])C)[CH:14]=[CH:13][CH:12]=[CH:11][CH:10]=1.[CH2:23](Br)CC.C(O)(=O)C. (4) Given the product [CH3:15][N:16]1[C:20]([NH:21][C:22]([C:29]2[CH:30]=[CH:31][CH:32]=[CH:33][CH:34]=2)([C:23]2[CH:24]=[CH:25][CH:26]=[CH:27][CH:28]=2)[C:35]2[CH:40]=[CH:39][CH:38]=[CH:37][CH:36]=2)=[C:19]([NH:41][C:3](=[O:4])[C:2]([NH:42][CH2:43][CH2:44][NH:45][C:46](=[O:52])[O:47][C:48]([CH3:49])([CH3:51])[CH3:50])=[O:1])[CH:18]=[N:17]1, predict the reactants needed to synthesize it. The reactants are: [O:1]=[C:2](N1C=CN=C1)[C:3](N1C=CN=C1)=[O:4].[CH3:15][N:16]1[C:20]([NH:21][C:22]([C:35]2[CH:40]=[CH:39][CH:38]=[CH:37][CH:36]=2)([C:29]2[CH:34]=[CH:33][CH:32]=[CH:31][CH:30]=2)[C:23]2[CH:28]=[CH:27][CH:26]=[CH:25][CH:24]=2)=[C:19]([NH2:41])[CH:18]=[N:17]1.[NH2:42][CH2:43][CH2:44][NH:45][C:46](=[O:52])[O:47][C:48]([CH3:51])([CH3:50])[CH3:49].C(OCC)(=O)C. (5) The reactants are: C[O:2][C:3](=[O:35])[CH2:4][NH:5][CH2:6][C:7]1[CH:12]=[CH:11][C:10]([C:13]2[CH:14]=[N:15][CH:16]=[C:17]([C:19]3[CH:24]=[C:23]([C:25]4[CH:30]=[CH:29][CH:28]=[C:27]([CH3:31])[N:26]=4)[N:22]=[C:21]4[NH:32][CH:33]=[CH:34][C:20]=34)[CH:18]=2)=[CH:9][CH:8]=1.[OH-].[Na+].O.CC(O)=O. Given the product [CH3:31][C:27]1[N:26]=[C:25]([C:23]2[N:22]=[C:21]3[NH:32][CH:33]=[CH:34][C:20]3=[C:19]([C:17]3[CH:18]=[C:13]([C:10]4[CH:11]=[CH:12][C:7]([CH2:6][NH:5][CH2:4][C:3]([OH:35])=[O:2])=[CH:8][CH:9]=4)[CH:14]=[N:15][CH:16]=3)[CH:24]=2)[CH:30]=[CH:29][CH:28]=1, predict the reactants needed to synthesize it.